This data is from NCI-60 drug combinations with 297,098 pairs across 59 cell lines. The task is: Regression. Given two drug SMILES strings and cell line genomic features, predict the synergy score measuring deviation from expected non-interaction effect. (1) Drug 1: CC1OCC2C(O1)C(C(C(O2)OC3C4COC(=O)C4C(C5=CC6=C(C=C35)OCO6)C7=CC(=C(C(=C7)OC)O)OC)O)O. Drug 2: C#CCC(CC1=CN=C2C(=N1)C(=NC(=N2)N)N)C3=CC=C(C=C3)C(=O)NC(CCC(=O)O)C(=O)O. Cell line: NCI-H226. Synergy scores: CSS=25.1, Synergy_ZIP=-3.71, Synergy_Bliss=1.32, Synergy_Loewe=1.43, Synergy_HSA=1.46. (2) Drug 1: C1CCC(CC1)NC(=O)N(CCCl)N=O. Drug 2: CNC(=O)C1=NC=CC(=C1)OC2=CC=C(C=C2)NC(=O)NC3=CC(=C(C=C3)Cl)C(F)(F)F. Cell line: CAKI-1. Synergy scores: CSS=35.1, Synergy_ZIP=-13.4, Synergy_Bliss=-9.60, Synergy_Loewe=-6.58, Synergy_HSA=-6.39.